Dataset: Forward reaction prediction with 1.9M reactions from USPTO patents (1976-2016). Task: Predict the product of the given reaction. (1) Given the reactants Br[CH:2]1[CH2:11][CH2:10][C:9]2[C:8]([O:12][CH2:13][C:14]([O:16][CH2:17][CH3:18])=[O:15])=[CH:7][CH:6]=[CH:5][C:4]=2[C:3]1=O.[C:20]1([CH2:26][C:27]([NH2:29])=[S:28])[CH:25]=[CH:24][CH:23]=[CH:22][CH:21]=1, predict the reaction product. The product is: [CH2:26]([C:27]1[S:28][C:2]2[CH2:11][CH2:10][C:9]3[C:4](=[CH:5][CH:6]=[CH:7][C:8]=3[O:12][CH2:13][C:14]([O:16][CH2:17][CH3:18])=[O:15])[C:3]=2[N:29]=1)[C:20]1[CH:25]=[CH:24][CH:23]=[CH:22][CH:21]=1. (2) Given the reactants [NH:1]1[CH2:6][CH2:5][CH2:4][CH2:3][CH2:2]1.[CH3:7][O:8][C:9]1[CH:14]=[CH:13][C:12]([C:15]2[S:19][C:18]([C:20](OCC)=[O:21])=[N:17][C:16]=2[CH3:25])=[CH:11][CH:10]=1.C(O)C, predict the reaction product. The product is: [CH3:7][O:8][C:9]1[CH:10]=[CH:11][C:12]([C:15]2[S:19][C:18]([C:20]([N:1]3[CH2:6][CH2:5][CH2:4][CH2:3][CH2:2]3)=[O:21])=[N:17][C:16]=2[CH3:25])=[CH:13][CH:14]=1. (3) Given the reactants [CH2:1]([N:8]1[CH2:13][C:12](=[O:14])[NH:11][C:10]2[CH:15]=[C:16]([CH2:19]O)[CH:17]=[N:18][C:9]1=2)[C:2]1[CH:7]=[CH:6][CH:5]=[CH:4][CH:3]=1.[I-].C(C[P+](C)(C)C)#N.C(N(C(C)C)C(C)C)C.Cl.[Cl:39][C:40]1[CH:45]=[CH:44][C:43]([CH:46]2[CH2:51][CH2:50][NH:49][CH2:48][CH2:47]2)=[CH:42][CH:41]=1, predict the reaction product. The product is: [CH2:1]([N:8]1[CH2:13][C:12](=[O:14])[NH:11][C:10]2[CH:15]=[C:16]([CH2:19][N:49]3[CH2:50][CH2:51][CH:46]([C:43]4[CH:42]=[CH:41][C:40]([Cl:39])=[CH:45][CH:44]=4)[CH2:47][CH2:48]3)[CH:17]=[N:18][C:9]1=2)[C:2]1[CH:7]=[CH:6][CH:5]=[CH:4][CH:3]=1. (4) Given the reactants [Br:1][C:2]1[C:14]([Cl:15])=[CH:13][C:12]([C:16](=[O:18])[NH2:17])=[C:11]2[C:3]=1[C:4]1[CH:5]=[CH:6][C:7](C(OCC)=O)=[CH:8][C:9]=1[NH:10]2.[CH3:24][Li].[NH4+].[Cl-].O.[CH2:29]1[CH2:33][O:32]CC1, predict the reaction product. The product is: [Br:1][C:2]1[C:3]2[C:4]3[C:9](=[CH:8][C:7]([C:33]([OH:32])([CH3:29])[CH3:24])=[CH:6][CH:5]=3)[NH:10][C:11]=2[C:12]([C:16]([NH2:17])=[O:18])=[CH:13][C:14]=1[Cl:15]. (5) The product is: [C:31]([C:35]1[CH:40]=[CH:39][C:38]([C:25]2[CH:24]=[CH:23][C:22]([O:21][CH:14]([CH:15]3[CH2:20][CH2:19][CH2:18][CH2:17][CH2:16]3)[C:11]3[CH:12]=[CH:13][C:8]([C:7]([NH:6][CH2:5][CH2:4][C:3]([OH:2])=[O:30])=[O:29])=[CH:9][CH:10]=3)=[CH:27][CH:26]=2)=[CH:37][CH:36]=1)([CH3:34])([CH3:33])[CH3:32]. Given the reactants C[O:2][C:3](=[O:30])[CH2:4][CH2:5][NH:6][C:7](=[O:29])[C:8]1[CH:13]=[CH:12][C:11]([CH:14]([O:21][C:22]2[CH:27]=[CH:26][C:25](Br)=[CH:24][CH:23]=2)[CH:15]2[CH2:20][CH2:19][CH2:18][CH2:17][CH2:16]2)=[CH:10][CH:9]=1.[C:31]([C:35]1[CH:40]=[CH:39][C:38](B(O)O)=[CH:37][CH:36]=1)([CH3:34])([CH3:33])[CH3:32], predict the reaction product. (6) The product is: [CH:3]1([CH2:9][C:10]#[C:11][Si:12]([C:11]#[C:10][CH2:9][CH:3]2[CH2:8][CH2:7][CH2:6][CH2:5][CH2:4]2)([CH2:15][CH3:16])[CH2:13][CH3:14])[CH2:8][CH2:7][CH2:6][CH2:5][CH2:4]1. Given the reactants [OH-].[K+].[CH:3]1([C:9]#[C:10][CH3:11])[CH2:8][CH2:7][CH2:6][CH2:5][CH2:4]1.[SiH2:12]([CH2:15][CH3:16])[CH2:13][CH3:14], predict the reaction product. (7) Given the reactants [OH-].[Na+].FC(F)(F)C([NH:7][C@@H:8]1[C:17]2[C:12](=[CH:13][CH:14]=[CH:15][CH:16]=2)[C@H:11]([OH:18])[CH2:10][CH2:9]1)=O, predict the reaction product. The product is: [NH3:7].[NH2:7][C@@H:8]1[C:17]2[C:12](=[CH:13][CH:14]=[CH:15][CH:16]=2)[C@H:11]([OH:18])[CH2:10][CH2:9]1.